From a dataset of Drug-target binding data from BindingDB using Ki measurements. Regression. Given a target protein amino acid sequence and a drug SMILES string, predict the binding affinity score between them. We predict pKi (pKi = -log10(Ki in M); higher means stronger inhibition). Dataset: bindingdb_ki. (1) The drug is CN1C[C@@H](COc2ccc(C(=O)Nc3cc(CC(=O)O)ccc3Cl)c(Cl)c2)Oc2ccccc21. The target protein (P43117) has sequence MSMNSSKQPVSPAAGLIANTTCQTENRLSVFFSIIFMTVGILSNSLAIAILMKAYQRFRQKSKASFLLLASGLVITDFFGHLINGGIAVFVYASDKDWIRFDQSNILCSIFGISMVFSGLCPLFLGSAMAIERCIGVTNPIFHSTKITSKHVKMILSGVCMFAVFVAVLPILGHRDYQIQASRTWCFYNTEHIEDWEDRFYLLFFSFLGLLALGVSFSCNAVTGVTLLRVKFRSQQHRQGRSHHLEMIIQLLAIMCVSCVCWSPFLVTMANIAINGNNSPVTCETTLFALRMATWNQILDPWVYILLRKAVLRNLYKLASRCCGVNIISLHIWELSSIKNSLKVAAISESPAAEKESQQASSEAGL. The pKi is 5.0. (2) The compound is COC(=O)CCP(=O)(O)C(Cc1ccccc1)NC(=O)CN. The target protein (P97821) has sequence MGPWTHSLRAVLLLVLLGVCTVRSDTPANCTYPDLLGTWVFQVGPRSSRSDINCSVMEATEEKVVVHLKKLDTAYDELGNSGHFTLIYNQGFEIVLNDYKWFAFFKYEVRGHTAISYCHETMTGWVHDVLGRNWACFVGKKVESHIEKVNMNAAHLGGLQERYSERLYTHNHNFVKAINTVQKSWTATAYKEYEKMSLRDLIRRSGHSQRIPRPKPAPMTDEIQQQILNLPESWDWRNVQGVNYVSPVRNQESCGSCYSFASMGMLEARIRILTNNSQTPILSPQEVVSCSPYAQGCDGGFPYLIAGKYAQDFGVVEESCFPYTAKDSPCKPRENCLRYYSSDYYYVGGFYGGCNEALMKLELVKHGPMAVAFEVHDDFLHYHSGIYHHTGLSDPFNPFELTNHAVLLVGYGRDPVTGIEYWIIKNSWGSNWGESGYFRIRRGTDECAIESIAVAAIPIPKL. The pKi is 3.3. (3) The small molecule is CC[C@H](C)[C@H](NC(=O)[C@H](CCCNC(=N)N)NC(=O)[C@H](CCCNC(=N)N)NC(=O)[C@H](CC(C)C)NC(=O)[C@H](Cc1ccccc1)NC(=O)CNC(=O)CNC(=O)[C@@H](N)Cc1ccc(O)cc1)C(=O)N[C@@H](CCCNC(=N)N)C(=O)N1CCC[C@H]1C(=O)N[C@@H](CCCCN)C(=O)N[C@@H](CC(C)C)C(=O)N[C@@H](CCCCN)C(=O)O. The target protein sequence is MDSPIQIFRGEPGPTCAPSACLPPNSSAWFPGWAEPDSNGSAGSEDAQLEPAHISPAIPVIITAVYSVVFVVGLVGNSLVMFVIIRYTKMKTATNIYIFNLALADALVTTTMPFQSTVYLMNSWPFGDVLCKIVISIDYYNAFTSIFTLTMMSVDRYIAVCHPVKALDFRTPLKAKIINICIWLLSSSVGISAIVLGGTKVREDVDVIECSLQFPDDDYSWWDLFMKICVFIFAFVIPVLIIIVCYTLMILRLKSVRLLSGSREKDRNLRRITRLVLVVVAVFVVCWTPIHIFILVEALGSTSHSTAALSSYYFCIALGYTNSSLNPILYAFLDENFKRCFRDFCFPLKMRMERQSTSRVRNTVQDPAYLRDIDGMNKPV. The pKi is 7.8. (4) The target protein (P30559) has sequence MEGALAANWSAEAANASAAPPGAEGNRTAGPPRRNEALARVEVAVLCLILLLALSGNACVLLALRTTRQKHSRLFFFMKHLSIADLVVAVFQVLPQLLWDITFRFYGPDLLCRLVKYLQVVGMFASTYLLLLMSLDRCLAICQPLRSLRRRTDRLAVLATWLGCLVASAPQVHIFSLREVADGVFDCWAVFIQPWGPKAYITWITLAVYIVPVIVLAACYGLISFKIWQNLRLKTAAAAAAEAPEGAAAGDGGRVALARVSSVKLISKAKIRTVKMTFIIVLAFIVCWTPFFFVQMWSVWDANAPKEASAFIIVMLLASLNSCCNPWIYMLFTGHLFHELVQRFLCCSASYLKGRRLGETSASKKSNSSSFVLSHRSSSQRSCSQPSTA. The small molecule is CC[C@H](C)[C@@H]1NC(=O)[C@H](Cc2ccc(O)cc2)NC(=O)[C@@H](N)C[Te][Te]C[C@@H](C(=O)N2CCC[C@H]2C(=O)N[C@@H](CC(C)C)NCC(N)=O)NC(=O)[C@H](CC(N)=O)NC(=O)[C@H](CCC(N)=O)NC1=O. The pKi is 8.1. (5) The pKi is 4.5. The compound is COC(CC/C(C)=C/Cc1c(O)ccc(C(=O)/C=C/c2ccc(O)cc2)c1O)OC. The target protein (Q9IGQ6) has sequence MNPNQKIITIGSICMVVGIISLILQIGNIISIWVSHSIQTGNQNHPETCNQSIITYENNTWVNQTYVNISNTNVVAGQDATSVILTGNSSLCPISGWAIYSKDNGIRIGSKGDVFVIREPFISCSHLECRTFFLTQGALLNDKHSNGTVKDRSPYRTLMSCPVGEAPSPYNSRFESVAWSASACHDGMGWLTIGISGPDNGAVAVLKYNGIITDTIKSWRNNILRTQESECACVNGSCFTIMTDGPSNGQASYKILKIEKGKVTKSIELNAPNYHYEECSCYPDTGKVMCVCRDNWHGSNRPWVSFDQNLDYQIGYICSGVFGDNPRPNDGTGSCGPVSSNGANGIKGFSFRYDNGVWIGRTKSTSSRSGFEMIWDPNGWTETDSSFSVRQDIVAITDWSGYSGSFVQHPELTGLDCMRPCFWVELIRGQPKENTIWTSGSSISFCGVNSDTVGWSWPDGAELPFSIDK.